Dataset: Peptide-MHC class I binding affinity with 185,985 pairs from IEDB/IMGT. Task: Regression. Given a peptide amino acid sequence and an MHC pseudo amino acid sequence, predict their binding affinity value. This is MHC class I binding data. (1) The peptide sequence is VIENGILKK. The MHC is HLA-A68:01 with pseudo-sequence HLA-A68:01. The binding affinity (normalized) is 0.306. (2) The peptide sequence is RINEGWPAY. The MHC is HLA-A26:01 with pseudo-sequence HLA-A26:01. The binding affinity (normalized) is 0.0847. (3) The peptide sequence is QIPSYKKLI. The MHC is HLA-A02:01 with pseudo-sequence HLA-A02:01. The binding affinity (normalized) is 0.0472. (4) The peptide sequence is SGALDTTSY. The MHC is HLA-A24:02 with pseudo-sequence HLA-A24:02. The binding affinity (normalized) is 0. (5) The peptide sequence is DTIKTLPPI. The MHC is HLA-A26:01 with pseudo-sequence HLA-A26:01. The binding affinity (normalized) is 0.666. (6) The peptide sequence is NRWKSWFSY. The MHC is HLA-A68:02 with pseudo-sequence HLA-A68:02. The binding affinity (normalized) is 0.0847. (7) The peptide sequence is KLTDFGLSK. The MHC is HLA-B08:01 with pseudo-sequence HLA-B08:01. The binding affinity (normalized) is 0. (8) The peptide sequence is ARLMAEALKE. The MHC is Mamu-B08 with pseudo-sequence Mamu-B08. The binding affinity (normalized) is 0.0764. (9) The peptide sequence is LDVVKRQQELL. The MHC is H-2-Kk with pseudo-sequence H-2-Kk. The binding affinity (normalized) is 0.0624. (10) The peptide sequence is EYISDAFSL. The MHC is HLA-A26:01 with pseudo-sequence HLA-A26:01. The binding affinity (normalized) is 0.